From a dataset of Forward reaction prediction with 1.9M reactions from USPTO patents (1976-2016). Predict the product of the given reaction. (1) The product is: [F:15][C:2]([F:1])([F:14])[C:3]1[CH:4]=[C:5]2[C:10](=[CH:11][CH:12]=1)[N:9]=[CH:8][CH:7]=[C:6]2[S:13][C:17]1([C:21]([O:23][CH2:24][CH3:25])=[O:22])[CH2:20][CH2:19][CH2:18]1. Given the reactants [F:1][C:2]([F:15])([F:14])[C:3]1[CH:4]=[C:5]2[C:10](=[CH:11][CH:12]=1)[N:9]=[CH:8][CH:7]=[C:6]2[SH:13].Br[C:17]1([C:21]([O:23][CH2:24][CH3:25])=[O:22])[CH2:20][CH2:19][CH2:18]1.C(=O)([O-])[O-].[Cs+].[Cs+], predict the reaction product. (2) Given the reactants [Cl:1][C:2]1[C:11]2[C:6](=[CH:7][CH:8]=[CH:9][CH:10]=2)[C:5]([CH3:12])=[N:4][N:3]=1.[Br:13]N1C(=O)CCC1=O.N(C(C)(C)C#N)=NC(C)(C)C#N, predict the reaction product. The product is: [Br:13][CH2:12][C:5]1[C:6]2[C:11](=[CH:10][CH:9]=[CH:8][CH:7]=2)[C:2]([Cl:1])=[N:3][N:4]=1. (3) Given the reactants Cl.Cl.[F:3][C:4]1[CH:9]=[CH:8][C:7]([C:10]2[C:11]([N:16]3[CH2:21][CH2:20][NH:19][CH2:18][CH2:17]3)=[N:12][CH:13]=[CH:14][N:15]=2)=[CH:6][CH:5]=1.C(=O)([O-])[O-].[K+].[K+].Br[CH2:29][CH2:30][CH2:31][C:32]1[CH:33]=[N:34][N:35]([CH3:37])[CH:36]=1, predict the reaction product. The product is: [F:3][C:4]1[CH:9]=[CH:8][C:7]([C:10]2[C:11]([N:16]3[CH2:17][CH2:18][N:19]([CH2:29][CH2:30][CH2:31][C:32]4[CH:33]=[N:34][N:35]([CH3:37])[CH:36]=4)[CH2:20][CH2:21]3)=[N:12][CH:13]=[CH:14][N:15]=2)=[CH:6][CH:5]=1. (4) Given the reactants [N+:1]([C:4]1[CH:5]=[C:6]([OH:10])[CH:7]=[CH:8][CH:9]=1)([O-:3])=[O:2].Br[CH2:12][CH2:13][CH2:14][Cl:15].C([O-])([O-])=O.[K+].[K+], predict the reaction product. The product is: [N+:1]([C:4]1[CH:5]=[C:6]([CH:7]=[CH:8][CH:9]=1)[O:10][CH2:12][CH2:13][CH2:14][Cl:15])([O-:3])=[O:2].